Dataset: Catalyst prediction with 721,799 reactions and 888 catalyst types from USPTO. Task: Predict which catalyst facilitates the given reaction. (1) Reactant: [Cl:1][C:2]1[CH:3]=[C:4]([N:8]=[C:9]=[O:10])[CH:5]=[CH:6][CH:7]=1.[CH3:11][C@@H:12]1[NH:17][CH2:16][CH2:15][N:14]([CH2:18][CH2:19][CH2:20][N:21]2[CH2:26][CH2:25][CH2:24][CH2:23][CH2:22]2)[C:13]1=[O:27].CN1CCOCC1. Product: [Cl:1][C:2]1[CH:3]=[C:4]([NH:8][C:9]([N:17]2[CH2:16][CH2:15][N:14]([CH2:18][CH2:19][CH2:20][N:21]3[CH2:22][CH2:23][CH2:24][CH2:25][CH2:26]3)[C:13](=[O:27])[C@@H:12]2[CH3:11])=[O:10])[CH:5]=[CH:6][CH:7]=1. The catalyst class is: 9. (2) Reactant: Cl[C:2]1[CH:7]=[C:6]([C:8]2[CH:13]=[CH:12][C:11]([C:14]([F:17])([F:16])[F:15])=[CH:10][CH:9]=2)[CH:5]=[CH:4][N:3]=1.[OH:18][C:19]1[CH:20]=[CH:21][CH:22]=[C:23]2[C:28]=1[N:27]=[CH:26][CH:25]=[CH:24]2.[H-].[Na+]. Product: [F:15][C:14]([F:17])([F:16])[C:11]1[CH:12]=[CH:13][C:8]([C:6]2[CH:5]=[CH:4][N:3]=[C:2]([O:18][C:19]3[CH:20]=[CH:21][CH:22]=[C:23]4[C:28]=3[N:27]=[CH:26][CH:25]=[CH:24]4)[CH:7]=2)=[CH:9][CH:10]=1. The catalyst class is: 122. (3) Reactant: C[Al](C)C.[CH:5]1([CH2:8][NH2:9])[CH2:7][CH2:6]1.C[O:11][C:12](=O)[C:13]1[CH:18]=[CH:17][C:16]([O:19][CH2:20][C:21]2[C:22]([C:27]3[CH:32]=[CH:31][CH:30]=[C:29]([F:33])[CH:28]=3)=[N:23][O:24][C:25]=2[CH3:26])=[N:15][CH:14]=1.O. Product: [CH:5]1([CH2:8][NH:9][C:12](=[O:11])[C:13]2[CH:18]=[CH:17][C:16]([O:19][CH2:20][C:21]3[C:22]([C:27]4[CH:32]=[CH:31][CH:30]=[C:29]([F:33])[CH:28]=4)=[N:23][O:24][C:25]=3[CH3:26])=[N:15][CH:14]=2)[CH2:7][CH2:6]1. The catalyst class is: 12. (4) Reactant: [CH:1]1([C:5]([C:7]2[CH:12]=[CH:11][CH:10]=[C:9]([CH:13]([CH3:15])[CH3:14])[C:8]=2[OH:16])=[O:6])[CH2:4][CH2:3][CH2:2]1.[CH3:17][Mg]Br. Product: [CH:1]1([C:5]([C:7]2[CH:12]=[CH:11][CH:10]=[C:9]([CH:13]([CH3:14])[CH3:15])[C:8]=2[OH:16])([OH:6])[CH3:17])[CH2:2][CH2:3][CH2:4]1. The catalyst class is: 7. (5) Reactant: [C:1]([C:3]1[CH:4]=[C:5]([CH:9]=[CH:10][C:11]=1[O:12][CH:13]([CH3:15])[CH3:14])[C:6]([OH:8])=O)#[N:2].CCN=C=NCCCN(C)C.C1C=CC2N(O)N=NC=2C=1.O[NH:38][C:39]([C:41]1[CH:42]=[C:43]2[C:47](=[CH:48][CH:49]=1)[NH:46][N:45]=[CH:44]2)=[NH:40]. Product: [NH:46]1[C:47]2[C:43](=[CH:42][C:41]([C:39]3[N:38]=[C:6]([C:5]4[CH:9]=[CH:10][C:11]([O:12][CH:13]([CH3:15])[CH3:14])=[C:3]([CH:4]=4)[C:1]#[N:2])[O:8][N:40]=3)=[CH:49][CH:48]=2)[CH:44]=[N:45]1. The catalyst class is: 3. (6) Reactant: C[O:2][C:3](=[O:28])[CH2:4][CH2:5][C:6]1[C:14]2[C:9](=[CH:10][CH:11]=[C:12]([O:15][CH3:16])[CH:13]=2)[N:8]([S:17]([C:20]2[CH:25]=[CH:24][C:23]([O:26][CH3:27])=[CH:22][CH:21]=2)(=[O:19])=[O:18])[CH:7]=1.[C:29](O)(=O)CC(O)=O.N1CCCCC1. Product: [CH3:27][O:26][C:23]1[CH:24]=[CH:25][C:20]([S:17]([N:8]2[C:9]3[C:14](=[CH:13][C:12]([O:15][CH2:16][CH3:29])=[CH:11][CH:10]=3)[C:6]([CH:5]=[CH:4][C:3]([OH:2])=[O:28])=[CH:7]2)(=[O:18])=[O:19])=[CH:21][CH:22]=1. The catalyst class is: 300. (7) Reactant: C([O:5][C:6]([C:8]1[CH:13]=[CH:12][C:11]([C:14]2[C:15]([CH3:49])([CH3:48])[C@H:16]3[C@:29]([CH3:32])([CH2:30][CH:31]=2)[C@@H:28]2[C@:19]([CH3:47])([C@@:20]4([CH3:46])[C@H:25]([CH2:26][CH2:27]2)[C@H:24]2[C@H:33]([C:36]([CH2:38][NH:39][CH2:40][CH2:41][OH:42])=[CH2:37])[CH2:34][CH2:35][C@:23]2([C:43]([OH:45])=[O:44])[CH2:22][CH2:21]4)[CH2:18][CH2:17]3)=[CH:10][CH:9]=1)=[O:7])(C)(C)C.C(O)(C(F)(F)F)=O. Product: [C:6]([C:8]1[CH:13]=[CH:12][C:11]([C:14]2[C:15]([CH3:49])([CH3:48])[C@H:16]3[C@:29]([CH3:32])([CH2:30][CH:31]=2)[C@@H:28]2[C@:19]([CH3:47])([C@@:20]4([CH3:46])[C@H:25]([CH2:26][CH2:27]2)[C@H:24]2[C@H:33]([C:36]([CH2:38][NH:39][CH2:40][CH2:41][OH:42])=[CH2:37])[CH2:34][CH2:35][C@:23]2([C:43]([OH:45])=[O:44])[CH2:22][CH2:21]4)[CH2:18][CH2:17]3)=[CH:10][CH:9]=1)([OH:7])=[O:5]. The catalyst class is: 2. (8) Reactant: [C:1]([C:5]1[CH:6]=[C:7]([NH:17][C:18](OC2C=CC=CC=2)=[O:19])[C:8]([O:15][CH3:16])=[C:9]([CH:14]=1)[C:10]([O:12][CH3:13])=[O:11])([CH3:4])([CH3:3])[CH3:2].[NH2:27][C:28]1[C:37]2[C:32](=[CH:33][CH:34]=[CH:35][CH:36]=2)[C:31]([O:38][C:39]2[CH:44]=[CH:43][N:42]=[C:41]([NH:45][C:46]3[CH:51]=[CH:50][CH:49]=[C:48]([O:52][CH3:53])[CH:47]=3)[CH:40]=2)=[CH:30][CH:29]=1.CCN(CC)CC. Product: [C:1]([C:5]1[CH:6]=[C:7]([NH:17][C:18]([NH:27][C:28]2[C:37]3[C:32](=[CH:33][CH:34]=[CH:35][CH:36]=3)[C:31]([O:38][C:39]3[CH:44]=[CH:43][N:42]=[C:41]([NH:45][C:46]4[CH:51]=[CH:50][CH:49]=[C:48]([O:52][CH3:53])[CH:47]=4)[CH:40]=3)=[CH:30][CH:29]=2)=[O:19])[C:8]([O:15][CH3:16])=[C:9]([CH:14]=1)[C:10]([O:12][CH3:13])=[O:11])([CH3:2])([CH3:3])[CH3:4]. The catalyst class is: 480.